Predict the reaction yield, written as a fraction of the theoretical maximum amount of product (1.0 means a 100% yield; for example, 0.34 means a 34% yield). From a dataset of Reaction yield outcomes from USPTO patents with 853,638 reactions. (1) The reactants are C([O:3][C:4]([C:6]([F:17])([F:16])[CH:7]([O:10][C:11](=[O:15])[C:12]([CH3:14])=[CH2:13])[CH2:8][CH3:9])=[O:5])C.[OH-].[Na+]. The catalyst is O. The product is [OH:5][C:4]([C:6]([F:16])([F:17])[CH:7]([O:10][C:11](=[O:15])[C:12]([CH3:14])=[CH2:13])[CH2:8][CH3:9])=[O:3]. The yield is 0.270. (2) The reactants are [CH2:1]([C:3]1[N:8]=[C:7]([CH2:9][CH2:10][CH3:11])[NH:6][C:5](=[O:12])[CH:4]=1)[CH3:2].Br[CH2:14][C:15]1[CH:20]=[CH:19][C:18]([C:21]2[C:22]([C:27]#[N:28])=[CH:23][CH:24]=[CH:25][CH:26]=2)=[CH:17][CH:16]=1.C(=O)([O-])[O-].[K+].[K+]. The catalyst is C(#N)C. The product is [CH2:1]([C:3]1[N:8]=[C:7]([CH2:9][CH2:10][CH3:11])[N:6]([CH2:14][C:15]2[CH:16]=[CH:17][C:18]([C:21]3[C:22]([C:27]#[N:28])=[CH:23][CH:24]=[CH:25][CH:26]=3)=[CH:19][CH:20]=2)[C:5](=[O:12])[CH:4]=1)[CH3:2]. The yield is 0.460. (3) The reactants are [OH:1][C:2]1[C:7]([NH2:8])=[CH:6][CH:5]=[CH:4][C:3]=1[C:9]1[CH:14]=[CH:13][C:12]([C:15]2[NH:16][CH2:17][CH2:18][N:19]=2)=[CH:11][CH:10]=1.[N:20]([O-])=O.[Na+].[CH2:24]1[C:32]2[C:27](=[CH:28][C:29]([N:33]3[C:37](=[O:38])[CH2:36][C:35]([CH3:39])=[N:34]3)=[CH:30][CH:31]=2)[CH2:26][CH2:25]1.C(=O)(O)[O-].[Na+]. The catalyst is Cl.C(O)C. The product is [NH:19]1[CH2:18][CH2:17][N:16]=[C:15]1[C:12]1[CH:11]=[CH:10][C:9]([C:3]2[CH:4]=[CH:5][CH:6]=[C:7]([NH:8][N:20]=[C:36]3[C:35]([CH3:39])=[N:34][N:33]([C:29]4[CH:28]=[C:27]5[C:32](=[CH:31][CH:30]=4)[CH2:24][CH2:25][CH2:26]5)[C:37]3=[O:38])[C:2]=2[OH:1])=[CH:14][CH:13]=1. The yield is 0.303. (4) The reactants are [F:1][C:2]1[CH:7]=[CH:6][C:5]([C:8]2[CH:13]=[CH:12][C:11]([CH:14]=O)=[CH:10][CH:9]=2)=[CH:4][CH:3]=1.[NH2:16][CH2:17][C:18]1[CH:19]=[C:20]([CH:30]=[CH:31][CH:32]=1)[CH2:21][NH:22][C:23](=[O:29])[O:24][C:25]([CH3:28])([CH3:27])[CH3:26].[BH4-].[Na+]. The catalyst is CO. The product is [F:1][C:2]1[CH:3]=[CH:4][C:5]([C:8]2[CH:9]=[CH:10][C:11]([CH2:14][NH:16][CH2:17][C:18]3[CH:19]=[C:20]([CH:30]=[CH:31][CH:32]=3)[CH2:21][NH:22][C:23](=[O:29])[O:24][C:25]([CH3:27])([CH3:28])[CH3:26])=[CH:12][CH:13]=2)=[CH:6][CH:7]=1. The yield is 0.850. (5) The reactants are Cl[C:2]1[CH:3]=[CH:4][C:5]2[C:15]3[C:10](=[CH:11][N:12]=[CH:13][CH:14]=3)[CH:9]([CH:16]3[CH2:18][CH2:17]3)[O:8][C:6]=2[CH:7]=1.[OH:19][CH2:20][C@@H:21]([NH:26][C:27](=[O:33])[O:28][C:29]([CH3:32])([CH3:31])[CH3:30])[CH2:22][CH:23]([CH3:25])[CH3:24].C(=O)([O-])[O-].[Cs+].[Cs+]. The product is [C:29]([O:28][C:27](=[O:33])[NH:26][C@@H:21]([CH2:22][CH:23]([CH3:24])[CH3:25])[CH2:20][O:19][C:2]1[CH:3]=[CH:4][C:5]2[C:15]3[C:10](=[CH:11][N:12]=[CH:13][CH:14]=3)[CH:9]([CH:16]3[CH2:18][CH2:17]3)[O:8][C:6]=2[CH:7]=1)([CH3:32])([CH3:31])[CH3:30]. The catalyst is C1(C)C=CC=CC=1.C([O-])(=O)C.[Pd+2].C([O-])(=O)C. The yield is 0.500. (6) The reactants are [CH3:1][N:2]([CH3:22])[CH:3]1[C:11]2[C:6](=[CH:7][CH:8]=[C:9]([C:12]3N(C)N=C4C=3CCCC4)[CH:10]=2)[CH2:5][CH2:4]1.FC(F)(F)S(O[C:29]1[N:33]([C:34]2[CH:39]=[CH:38][CH:37]=[CH:36][CH:35]=2)[N:32]=[C:31]([CH3:40])[C:30]=1C)(=O)=O.CN(C)C1C2C(=CC=C(B3OC(C)(C)C(C)(C)O3)C=2)CC1.C([O-])([O-])=O.[Na+].[Na+].Cl. The catalyst is C1(C)C=CC=CC=1.C(O)C.C1(C)C=CC=CC=1.C1C=CC([P]([Pd]([P](C2C=CC=CC=2)(C2C=CC=CC=2)C2C=CC=CC=2)([P](C2C=CC=CC=2)(C2C=CC=CC=2)C2C=CC=CC=2)[P](C2C=CC=CC=2)(C2C=CC=CC=2)C2C=CC=CC=2)(C2C=CC=CC=2)C2C=CC=CC=2)=CC=1. The product is [CH3:40][C:31]1[C:30]([CH3:29])=[C:12]([C:9]2[CH:10]=[C:11]3[C:6]([CH2:5][CH2:4][CH:3]3[N:2]([CH3:22])[CH3:1])=[CH:7][CH:8]=2)[N:33]([C:34]2[CH:39]=[CH:38][CH:37]=[CH:36][CH:35]=2)[N:32]=1. The yield is 0.170. (7) The reactants are [H-].[Na+].[CH3:3][O:4][C:5](=[O:22])[C:6]1[CH:11]=[C:10]([NH:12][S:13]([CH3:16])(=[O:15])=[O:14])[N:9]=[C:8]([NH:17][C@H:18]([CH2:20][CH3:21])[CH3:19])[CH:7]=1.I[CH3:24]. The product is [CH3:3][O:4][C:5](=[O:22])[C:6]1[CH:11]=[C:10]([N:12]([S:13]([CH3:16])(=[O:15])=[O:14])[CH3:24])[N:9]=[C:8]([NH:17][C@H:18]([CH2:20][CH3:21])[CH3:19])[CH:7]=1. The catalyst is CN(C=O)C. The yield is 0.860.